From a dataset of Forward reaction prediction with 1.9M reactions from USPTO patents (1976-2016). Predict the product of the given reaction. (1) Given the reactants [NH2:1][CH2:2][CH2:3][C:4]([NH:6][CH2:7][CH2:8][C:9]1[CH:14]=[CH:13][CH:12]=[C:11]([O:15][CH3:16])[CH:10]=1)=[O:5].[CH3:17][O:18][C:19]([C:21]1[CH:29]=[CH:28][C:24]([C:25](O)=[O:26])=[CH:23][CH:22]=1)=[O:20].OC1C2N=NNC=2C=CC=1.C(N(CC)CC)C.C(N=C=NCCCN(C)C)C, predict the reaction product. The product is: [CH3:16][O:15][C:11]1[CH:10]=[C:9]([CH:14]=[CH:13][CH:12]=1)[CH2:8][CH2:7][NH:6][C:4](=[O:5])[CH2:3][CH2:2][NH:1][C:25]([C:24]1[CH:28]=[CH:29][C:21]([C:19]([O:18][CH3:17])=[O:20])=[CH:22][CH:23]=1)=[O:26]. (2) Given the reactants [CH:1]1([CH2:4][O:5][C:6]2[CH:7]=[C:8]([CH:13]=[CH:14][C:15]=2/[CH:16]=[N:17]\OC)[C:9]([O:11][CH3:12])=[O:10])[CH2:3][CH2:2]1.Cl, predict the reaction product. The product is: [NH2:17][CH2:16][C:15]1[CH:14]=[CH:13][C:8]([C:9]([O:11][CH3:12])=[O:10])=[CH:7][C:6]=1[O:5][CH2:4][CH:1]1[CH2:3][CH2:2]1.